Task: Predict the reactants needed to synthesize the given product.. Dataset: Full USPTO retrosynthesis dataset with 1.9M reactions from patents (1976-2016) (1) Given the product [C:13]([C:12]1[CH:15]=[C:8]([C:6]2[CH:5]=[CH:4][N:3]=[C:2]([NH:22][C:23]3[CH:24]=[C:25]([CH:36]=[CH:37][CH:38]=3)[C:26]([NH:28][CH:29]3[CH2:34][CH2:33][N:32]([CH3:35])[CH2:31][CH2:30]3)=[O:27])[N:7]=2)[CH:9]=[N:10][C:11]=1[N:16]1[CH2:20][CH2:19][C@H:18]([F:21])[CH2:17]1)#[N:14], predict the reactants needed to synthesize it. The reactants are: Cl[C:2]1[N:7]=[C:6]([C:8]2[CH:9]=[N:10][C:11]([N:16]3[CH2:20][CH2:19][C@H:18]([F:21])[CH2:17]3)=[C:12]([CH:15]=2)[C:13]#[N:14])[CH:5]=[CH:4][N:3]=1.[NH2:22][C:23]1[CH:24]=[C:25]([CH:36]=[CH:37][CH:38]=1)[C:26]([NH:28][CH:29]1[CH2:34][CH2:33][N:32]([CH3:35])[CH2:31][CH2:30]1)=[O:27].CC([O-])(C)C.[Na+]. (2) Given the product [C:12]([C:10]1[CH:9]=[C:4]([CH:3]=[C:2]([Br:1])[CH:11]=1)[C:5]([O:7][CH3:8])=[O:6])(=[O:17])[CH3:18], predict the reactants needed to synthesize it. The reactants are: [Br:1][C:2]1[CH:3]=[C:4]([CH:9]=[C:10]([C:12](=[O:17])N(OC)C)[CH:11]=1)[C:5]([O:7][CH3:8])=[O:6].[CH3:18][Mg]Cl. (3) Given the product [F:47][C:2]([F:1])([F:46])[C:3]1[CH:4]=[C:5]([CH:39]=[C:40]([C:42]([F:43])([F:44])[F:45])[CH:41]=1)[C:6]([N:8]1[CH2:13][CH2:12][NH:11][CH2:10][CH:9]1[CH2:24][C:25]1[CH:30]=[CH:29][C:28]([CH3:31])=[C:27]([O:32][CH2:33][O:34][CH2:35][CH2:36][O:37][CH3:38])[CH:26]=1)=[O:7], predict the reactants needed to synthesize it. The reactants are: [F:1][C:2]([F:47])([F:46])[C:3]1[CH:4]=[C:5]([CH:39]=[C:40]([C:42]([F:45])([F:44])[F:43])[CH:41]=1)[C:6]([N:8]1[CH2:13][CH2:12][N:11](C(OCC2C=CC=CC=2)=O)[CH2:10][CH:9]1[CH2:24][C:25]1[CH:30]=[CH:29][C:28]([CH3:31])=[C:27]([O:32][CH2:33][O:34][CH2:35][CH2:36][O:37][CH3:38])[CH:26]=1)=[O:7]. (4) Given the product [C:1]([O:5][C:6]([NH:8][CH2:9][CH2:10][CH:11]1[CH2:12][NH:13][CH2:14]1)=[O:7])([CH3:4])([CH3:2])[CH3:3], predict the reactants needed to synthesize it. The reactants are: [C:1]([O:5][C:6]([NH:8][CH2:9][CH2:10][CH:11]1[CH2:14][N:13](C(C2C=CC=CC=2)C2C=CC=CC=2)[CH2:12]1)=[O:7])([CH3:4])([CH3:3])[CH3:2].C(OC(NCC1CNC1)=O)(C)(C)C.